Dataset: Full USPTO retrosynthesis dataset with 1.9M reactions from patents (1976-2016). Task: Predict the reactants needed to synthesize the given product. (1) Given the product [CH3:23][C:18]1([CH3:24])[CH2:17][C:16]([CH3:25])([CH3:26])[C:15]2[C:20](=[CH:21][CH:22]=[C:13]([C:12]#[C:11][C:8]3[CH:7]=[CH:6][C:5]([CH2:4][C:3]([OH:27])=[O:2])=[CH:10][CH:9]=3)[CH:14]=2)[O:19]1, predict the reactants needed to synthesize it. The reactants are: C[O:2][C:3](=[O:27])[CH2:4][C:5]1[CH:10]=[CH:9][C:8]([C:11]#[C:12][C:13]2[CH:14]=[C:15]3[C:20](=[CH:21][CH:22]=2)[O:19][C:18]([CH3:24])([CH3:23])[CH2:17][C:16]3([CH3:26])[CH3:25])=[CH:7][CH:6]=1.[OH-].[Na+]. (2) The reactants are: [C:1]([C:5]1[CH:9]=[C:8]([NH:10][C:11]([NH:13][C:14]2[CH:19]=[CH:18][C:17]([Cl:20])=[CH:16][CH:15]=2)=[O:12])[N:7]([C:21]2[CH:22]=[C:23]([CH:29]=[CH:30][CH:31]=2)[C:24](OCC)=O)[N:6]=1)([CH3:4])([CH3:3])[CH3:2].O=S(Cl)[Cl:34]. Given the product [C:1]([C:5]1[CH:9]=[C:8]([NH:10][C:11]([NH:13][C:14]2[CH:19]=[CH:18][C:17]([Cl:20])=[CH:16][CH:15]=2)=[O:12])[N:7]([C:21]2[CH:31]=[CH:30][CH:29]=[C:23]([CH2:24][Cl:34])[CH:22]=2)[N:6]=1)([CH3:4])([CH3:3])[CH3:2], predict the reactants needed to synthesize it. (3) Given the product [F:1][C:2]([F:28])([F:27])[C:3]1[CH:7]=[C:6]([C:8]([F:9])([F:10])[F:11])[N:5]([C:12]2[C:13]([Cl:26])=[N:14][C:15]3[N:16]([N:19]=[CH:20][C:21]=3[C:22]([O:24][CH3:25])=[O:23])[C:17]=2[NH:32][CH2:31][C:30]([F:34])([F:33])[F:29])[N:4]=1, predict the reactants needed to synthesize it. The reactants are: [F:1][C:2]([F:28])([F:27])[C:3]1[CH:7]=[C:6]([C:8]([F:11])([F:10])[F:9])[N:5]([C:12]2[C:13]([Cl:26])=[N:14][C:15]3[N:16]([N:19]=[CH:20][C:21]=3[C:22]([O:24][CH3:25])=[O:23])[C:17]=2Cl)[N:4]=1.[F:29][C:30]([F:34])([F:33])[CH2:31][NH2:32].C(=O)([O-])[O-].[K+].[K+].Cl. (4) Given the product [C:41]1([C:44]2[CH:45]=[CH:46][CH:47]=[CH:48][CH:49]=2)[CH:42]=[CH:43][C:38]([CH2:37][CH2:36][NH:35][C:34]([CH:8]([CH2:9][CH2:10][C:11](=[O:33])[NH:12][OH:13])[CH2:7][C:6]([OH:51])=[O:5])=[O:50])=[CH:39][CH:40]=1, predict the reactants needed to synthesize it. The reactants are: C([O:5][C:6](=[O:51])[CH2:7][CH:8]([C:34](=[O:50])[NH:35][CH2:36][CH2:37][C:38]1[CH:43]=[CH:42][C:41]([C:44]2[CH:49]=[CH:48][CH:47]=[CH:46][CH:45]=2)=[CH:40][CH:39]=1)[CH2:9][CH2:10][C:11](=[O:33])[NH:12][O:13]C(C1C=CC=CC=1)(C1C=CC=CC=1)C1C=CC=CC=1)(C)(C)C.ONC(CC(C(=O)NCCC1C2C(=CC=CC=2)NC=1)CC(O)=O)=O. (5) Given the product [Br:3][C:4]1[CH:9]=[CH:8][C:7]([CH2:10][CH:11]([N:29]([CH3:40])[C:30](=[O:39])[O:31][CH2:32][C:33]2[CH:34]=[CH:35][CH:36]=[CH:37][CH:38]=2)[C:12]2[N:13]([S:23]([N:26]([CH3:28])[CH3:27])(=[O:24])=[O:25])[CH:14]=[C:15]([CH2:17][C:18]([CH3:22])([CH3:21])[CH2:19][CH3:20])[N:16]=2)=[CH:6][CH:5]=1, predict the reactants needed to synthesize it. The reactants are: [H-].[Na+].[Br:3][C:4]1[CH:9]=[CH:8][C:7]([CH2:10][CH:11]([NH:29][C:30](=[O:39])[O:31][CH2:32][C:33]2[CH:38]=[CH:37][CH:36]=[CH:35][CH:34]=2)[C:12]2[N:13]([S:23]([N:26]([CH3:28])[CH3:27])(=[O:25])=[O:24])[CH:14]=[C:15]([CH2:17][C:18]([CH3:22])([CH3:21])[CH2:19][CH3:20])[N:16]=2)=[CH:6][CH:5]=1.[CH3:40]I. (6) Given the product [CH:37]1[C:38]2[N:39]([C:2]3[CH:7]=[CH:6][C:5]([C:8]4[N:12]([C:13]5[C:18]([CH3:19])=[CH:17][CH:16]=[CH:15][C:14]=5[CH3:20])[C:11]([C:21]5[CH:26]=[CH:25][CH:24]=[CH:23][C:22]=5[CH3:27])=[N:10][N:9]=4)=[CH:4][CH:3]=3)[C:40]3[C:32](=[CH:31][CH:30]=[CH:29][CH:28]=3)[C:33]=2[CH:34]=[CH:35][CH:36]=1, predict the reactants needed to synthesize it. The reactants are: Br[C:2]1[CH:7]=[CH:6][C:5]([C:8]2[N:12]([C:13]3[C:18]([CH3:19])=[CH:17][CH:16]=[CH:15][C:14]=3[CH3:20])[C:11]([C:21]3[CH:26]=[CH:25][CH:24]=[CH:23][C:22]=3[CH3:27])=[N:10][N:9]=2)=[CH:4][CH:3]=1.[CH:28]1[C:40]2[NH:39][C:38]3[C:33](=[CH:34][CH:35]=[CH:36][CH:37]=3)[C:32]=2[CH:31]=[CH:30][CH:29]=1.N1C2C(=CC=C3C=2N=CC=C3)C=CC=1.C(=O)([O-])[O-].[Cs+].[Cs+]. (7) Given the product [P:13]([O:25][CH2:26][C@H:27]1[O:31][C@@H:30]([N:32]2[C:41]3[N:40]=[CH:39][N:38]=[C:36]([NH2:37])[C:35]=3[N:34]=[CH:33]2)[C@H:29]([OH:42])[C@@H:28]1[OH:43])([O:16][P:17]([OH:19])([OH:20])=[O:18])(=[O:14])[OH:15], predict the reactants needed to synthesize it. The reactants are: [Mg+2].[Cl-].[Cl-].C(O)C(N)(CO)CO.Cl.[P:13]([O:25][CH2:26][C@H:27]1[O:31][C@@H:30]([N:32]2[C:41]3[N:40]=[CH:39][N:38]=[C:36]([NH2:37])[C:35]=3[N:34]=[CH:33]2)[C@H:29]([OH:42])[C@@H:28]1[OH:43])([O:16][P:17]([O:20]P(O)(O)=O)([OH:19])=[O:18])(=[O:15])[OH:14]. (8) Given the product [F:4][C:2]([C:5]1[O:9][C:8]([CH2:10][N:11]2[CH:15]=[CH:14][C:13]([NH:16][C:30](=[O:31])/[CH:29]=[CH:28]/[C:19]3[CH:20]=[CH:21][CH:22]=[C:23]([C:24]([F:26])([F:25])[F:27])[C:18]=3[F:17])=[N:12]2)=[CH:7][CH:6]=1)([F:1])[CH3:3], predict the reactants needed to synthesize it. The reactants are: [F:1][C:2]([C:5]1[O:9][C:8]([CH2:10][N:11]2[CH:15]=[CH:14][C:13]([NH2:16])=[N:12]2)=[CH:7][CH:6]=1)([F:4])[CH3:3].[F:17][C:18]1[C:23]([C:24]([F:27])([F:26])[F:25])=[CH:22][CH:21]=[CH:20][C:19]=1/[CH:28]=[CH:29]/[C:30](O)=[O:31]. (9) Given the product [CH2:15]([O:14][C:12]([NH:11][C:10]1[CH:25]=[CH:26][N:6]([CH2:5][C:4]([OH:27])=[O:3])[C:7](=[O:8])[N:9]=1)=[O:13])[C:16]1[CH:24]=[CH:23][C:22]2[O:21][CH2:20][O:19][C:18]=2[CH:17]=1, predict the reactants needed to synthesize it. The reactants are: C([O:3][C:4](=[O:27])[CH2:5][N:6]1[CH:26]=[CH:25][C:10]([NH:11][C:12]([O:14][CH2:15][C:16]2[CH:24]=[CH:23][C:22]3[O:21][CH2:20][O:19][C:18]=3[CH:17]=2)=[O:13])=[N:9][C:7]1=[O:8])C.O.[OH-].[Li+].Cl.